This data is from Forward reaction prediction with 1.9M reactions from USPTO patents (1976-2016). The task is: Predict the product of the given reaction. (1) Given the reactants C(OC([N:8]1[CH2:12][C@@H:11]([CH2:13][N:14]([CH:31]([CH3:33])[CH3:32])[C:15](=[O:30])[C:16]2[CH:21]=[CH:20][C:19]([O:22][CH3:23])=[C:18]([O:24][CH2:25][CH2:26][CH2:27][O:28][CH3:29])[CH:17]=2)[C@@H:10]([OH:34])[CH2:9]1)=O)(C)(C)C.CC#N.O.CC#N, predict the reaction product. The product is: [OH:34][C@H:10]1[CH2:9][NH:8][CH2:12][C@H:11]1[CH2:13][N:14]([CH:31]([CH3:33])[CH3:32])[C:15](=[O:30])[C:16]1[CH:21]=[CH:20][C:19]([O:22][CH3:23])=[C:18]([O:24][CH2:25][CH2:26][CH2:27][O:28][CH3:29])[CH:17]=1. (2) The product is: [CH2:13]([O:12][CH2:8][CH:9]([CH2:10][O:1][CH2:2][CH3:3])[OH:11])[CH2:14][CH2:15][CH2:16][CH2:17][CH2:18][CH2:19][CH2:20][CH2:21][CH2:22][CH2:23][CH2:24][CH2:25][CH3:26]. Given the reactants [O-:1][CH2:2][CH3:3].[Na+].C(O)C.[CH2:8]([O:12][CH2:13][CH2:14][CH2:15][CH2:16][CH2:17][CH2:18][CH2:19][CH2:20][CH2:21][CH2:22][CH2:23][CH2:24][CH2:25][CH3:26])[CH:9]1[O:11][CH2:10]1, predict the reaction product. (3) Given the reactants [Cl:1][C:2]1[C:7]([C:8](OCC)=[O:9])=[CH:6][N:5]=[C:4]([Cl:13])[CH:3]=1.CC(C[AlH]CC(C)C)C.O.[OH-].[Na+], predict the reaction product. The product is: [Cl:1][C:2]1[C:7]([CH:8]=[O:9])=[CH:6][N:5]=[C:4]([Cl:13])[CH:3]=1.